This data is from Full USPTO retrosynthesis dataset with 1.9M reactions from patents (1976-2016). The task is: Predict the reactants needed to synthesize the given product. Given the product [CH3:11][C:9]1[NH:8][C:4]2=[N:5][CH:6]=[CH:7][C:2]([B:23]([OH:24])[OH:22])=[C:3]2[CH:10]=1, predict the reactants needed to synthesize it. The reactants are: Br[C:2]1[CH:7]=[CH:6][N:5]=[C:4]2[NH:8][C:9]([CH3:11])=[CH:10][C:3]=12.[H-].[Na+].[Li]CCCC.C([O:22][B:23](OC(C)C)[O:24]C(C)C)(C)C.